From a dataset of Forward reaction prediction with 1.9M reactions from USPTO patents (1976-2016). Predict the product of the given reaction. Given the reactants Cl.[CH:2]1[C:14]2[CH:13]([CH2:15][O:16][C:17]([NH:19][C:20]3[CH:25]=[CH:24][CH:23]=[CH:22][C:21]=3[CH:26]3[CH2:31][CH2:30][NH:29][CH2:28][CH2:27]3)=[O:18])[C:12]3[C:7](=[CH:8][CH:9]=[CH:10][CH:11]=3)[C:6]=2[CH:5]=[CH:4][CH:3]=1.CCN(C(C)C)C(C)C.[NH:41]([C:54]([O:56][C:57]([CH3:60])([CH3:59])[CH3:58])=[O:55])[C@@H:42]([C:51](O)=[O:52])[CH2:43][C:44]1[CH:49]=[CH:48][C:47]([Cl:50])=[CH:46][CH:45]=1.C1C=NC2N(O)N=NC=2C=1.C(Cl)CCl, predict the reaction product. The product is: [Cl:50][C:47]1[CH:48]=[CH:49][C:44]([CH2:43][C@@H:42]([NH:41][C:54]([O:56][C:57]([CH3:60])([CH3:59])[CH3:58])=[O:55])[C:51]([N:29]2[CH2:28][CH2:27][CH:26]([C:21]3[CH:22]=[CH:23][CH:24]=[CH:25][C:20]=3[NH:19][C:17]([O:16][CH2:15][CH:13]3[C:12]4[CH:11]=[CH:10][CH:9]=[CH:8][C:7]=4[C:6]4[C:14]3=[CH:2][CH:3]=[CH:4][CH:5]=4)=[O:18])[CH2:31][CH2:30]2)=[O:52])=[CH:45][CH:46]=1.